This data is from Catalyst prediction with 721,799 reactions and 888 catalyst types from USPTO. The task is: Predict which catalyst facilitates the given reaction. (1) The catalyst class is: 21. Product: [Br:16][CH:17]([CH3:21])[C:18]([NH:7][C:5]([CH3:8])([CH3:6])[CH2:4][O:3][CH3:2])=[O:19]. Reactant: Cl.[CH3:2][O:3][CH2:4][C:5]([CH3:8])([NH2:7])[CH3:6].C(N(CC)CC)C.[Br:16][CH:17]([CH3:21])[C:18](Br)=[O:19]. (2) Reactant: [CH3:1][N:2]1[C:7]2[CH:8]=[CH:9][C:10]([C:12](=O)[C:13]([C:15]3[CH:20]=[CH:19][CH:18]=[CH:17]C=3)=O)=[CH:11][C:6]=2O[CH2:4][CH2:3]1.[CH3:22][NH:23][C:24]([NH2:26])=[S:25].[OH-:27].[K+].Cl.[OH-:30].[Na+].[CH3:32]S(C)=O. Product: [CH3:22][N:23]1[C:32](=[O:27])[C:12]([C:10]2[CH:11]=[CH:6][C:7]3[N:2]([CH3:1])[CH2:3][CH2:4][O:30][C:8]=3[CH:9]=2)([C:13]2[CH:15]=[CH:20][CH:19]=[CH:18][CH:17]=2)[NH:26][C:24]1=[S:25]. The catalyst class is: 6.